From a dataset of Catalyst prediction with 721,799 reactions and 888 catalyst types from USPTO. Predict which catalyst facilitates the given reaction. (1) The catalyst class is: 7. Product: [NH2:1][CH2:4][C@@H:5]([OH:22])[CH2:6][N:7]1[CH2:12][CH2:11][CH:10]([O:13][C:14]2[CH:19]=[CH:18][C:17]([Cl:20])=[C:16]([Cl:21])[CH:15]=2)[CH2:9][CH2:8]1. Reactant: [N:1]([CH2:4][C@@H:5]([OH:22])[CH2:6][N:7]1[CH2:12][CH2:11][CH:10]([O:13][C:14]2[CH:19]=[CH:18][C:17]([Cl:20])=[C:16]([Cl:21])[CH:15]=2)[CH2:9][CH2:8]1)=[N+]=[N-].C1(P(C2C=CC=CC=2)C2C=CC=CC=2)C=CC=CC=1. (2) Reactant: [OH:1][CH:2]([C:13]1[CH:18]=[CH:17][CH:16]=[CH:15][CH:14]=1)[C:3]([C:5]1[CH:10]=[CH:9][C:8]([O:11][CH3:12])=[CH:7][CH:6]=1)=O.[C:19](#[N:23])[CH2:20][C:21]#[N:22].C(NCC)C.O. Product: [NH2:23][C:19]1[O:1][C:2]([C:13]2[CH:18]=[CH:17][CH:16]=[CH:15][CH:14]=2)=[C:3]([C:5]2[CH:10]=[CH:9][C:8]([O:11][CH3:12])=[CH:7][CH:6]=2)[C:20]=1[C:21]#[N:22]. The catalyst class is: 3. (3) Reactant: [CH2:1]([O:3][C:4](=[O:28])[CH2:5][O:6][C:7]1[CH:12]=[CH:11][C:10]([CH2:13][CH2:14][CH2:15][CH2:16][NH:17]C(OCC2C=CC=CC=2)=O)=[CH:9][CH:8]=1)[CH3:2].[H][H]. Product: [CH2:1]([O:3][C:4](=[O:28])[CH2:5][O:6][C:7]1[CH:12]=[CH:11][C:10]([CH2:13][CH2:14][CH2:15][CH2:16][NH2:17])=[CH:9][CH:8]=1)[CH3:2]. The catalyst class is: 43. (4) Reactant: [Cl:1][C:2]1[CH:3]=[CH:4][C:5]2[N:6]([CH:8]=[CH:9][N:10]=2)[N:7]=1.[O:11]1[CH2:16][CH2:15][N:14]([CH2:17][CH2:18][CH2:19][NH2:20])[CH2:13][CH2:12]1.Cl. Product: [ClH:1].[O:11]1[CH2:16][CH2:15][N:14]([CH2:17][CH2:18][CH2:19][NH:20][C:2]2[CH:3]=[CH:4][C:5]3[N:6]([CH:8]=[CH:9][N:10]=3)[N:7]=2)[CH2:13][CH2:12]1. The catalyst class is: 28. (5) Reactant: [CH3:13][C:12]([O:11][C:9](O[C:9]([O:11][C:12]([CH3:15])([CH3:14])[CH3:13])=[O:10])=[O:10])([CH3:15])[CH3:14].[NH:16]1[CH2:19][CH:18]([C:20]([OH:22])=[O:21])[CH2:17]1.CCN(CC)CC. The catalyst class is: 5. Product: [C:12]([O:11][C:9]([N:16]1[CH2:19][CH:18]([C:20]([OH:22])=[O:21])[CH2:17]1)=[O:10])([CH3:13])([CH3:14])[CH3:15]. (6) Reactant: [CH2:1]([O:3][C:4]([C:6]1[CH:11]=[C:10]([OH:12])[CH:9]=[C:8]([C:13]([O:15][CH2:16][CH3:17])=[O:14])[CH:7]=1)=[O:5])[CH3:2].Br[CH2:19][CH2:20][CH2:21][CH2:22][CH2:23][CH2:24][CH2:25][CH2:26][CH2:27][CH2:28][CH2:29][CH2:30][CH2:31][CH2:32][CH2:33][CH3:34].CC(C)=O.C(=O)([O-])[O-].[K+].[K+]. Product: [CH2:16]([O:15][C:13]([C:8]1[CH:9]=[C:10]([O:12][CH2:34][CH2:33][CH2:32][CH2:31][CH2:30][CH2:29][CH2:28][CH2:27][CH2:26][CH2:25][CH2:24][CH2:23][CH2:22][CH2:21][CH2:20][CH3:19])[CH:11]=[C:6]([C:4]([O:3][CH2:1][CH3:2])=[O:5])[CH:7]=1)=[O:14])[CH3:17]. The catalyst class is: 6. (7) Reactant: [CH3:1][N:2]1[CH:6]=[C:5]([C:7]([OH:9])=O)[N:4]=[N:3]1.Cl.[Br:11][C:12]1[CH:13]=[CH:14][C:15]([O:20][C@H:21]2[CH2:26][CH2:25][NH:24][CH2:23][C@H:22]2[F:27])=[C:16]([CH:19]=1)[C:17]#[N:18].C(N(CC)C(C)C)(C)C.CN(C(ON1N=NC2C=CC=NC1=2)=[N+](C)C)C.F[P-](F)(F)(F)(F)F. Product: [Br:11][C:12]1[CH:13]=[CH:14][C:15]([O:20][C@H:21]2[CH2:26][CH2:25][N:24]([C:7]([C:5]3[N:4]=[N:3][N:2]([CH3:1])[CH:6]=3)=[O:9])[CH2:23][C@H:22]2[F:27])=[C:16]([CH:19]=1)[C:17]#[N:18]. The catalyst class is: 204.